This data is from Forward reaction prediction with 1.9M reactions from USPTO patents (1976-2016). The task is: Predict the product of the given reaction. (1) Given the reactants [C:1]([N:4]1[C:8]([CH2:15][CH2:16][CH2:17][OH:18])([C:9]2[CH:14]=[CH:13][CH:12]=[CH:11][CH:10]=2)[CH2:7][C:6]([C:19]2[CH:24]=[C:23]([Br:25])[CH:22]=[CH:21][C:20]=2[F:26])=[N:5]1)(=[O:3])[CH3:2].CC(OI1(OC(C)=O)(OC(C)=O)OC(=O)C2C=CC=CC1=2)=O, predict the reaction product. The product is: [C:1]([N:4]1[C@:8]([CH2:15][CH2:16][CH:17]=[O:18])([C:9]2[CH:10]=[CH:11][CH:12]=[CH:13][CH:14]=2)[CH2:7][C:6]([C:19]2[CH:24]=[C:23]([Br:25])[CH:22]=[CH:21][C:20]=2[F:26])=[N:5]1)(=[O:3])[CH3:2]. (2) Given the reactants CS(O[CH:6]([C:9]1[N:10]=[C:11]2[CH2:26][CH2:25][CH2:24][CH2:23][N:12]2[C:13](=[O:22])[C:14]=1[CH2:15][C:16]1[CH:21]=[CH:20][CH:19]=[CH:18][CH:17]=1)[CH2:7][CH3:8])(=O)=O.[NH2:27][CH2:28][CH2:29][CH2:30][NH:31][C:32](=[O:38])[O:33][C:34]([CH3:37])([CH3:36])[CH3:35].[I-].[K+].CO, predict the reaction product. The product is: [NH3:10].[CH2:15]([C:14]1[C:13](=[O:22])[N:12]2[CH2:23][CH2:24][CH2:25][CH2:26][C:11]2=[N:10][C:9]=1[CH:6]([NH:27][CH2:28][CH2:29][CH2:30][NH:31][C:32](=[O:38])[O:33][C:34]([CH3:36])([CH3:35])[CH3:37])[CH2:7][CH3:8])[C:16]1[CH:21]=[CH:20][CH:19]=[CH:18][CH:17]=1. (3) Given the reactants [CH:1]1[C:2]([CH2:10][C@@H:11]([NH2:28])[CH2:12][C:13]([N:15]2[CH2:27][C:19]3=[N:20][N:21]=[C:22]([C:23]([F:26])([F:25])[F:24])[N:18]3[CH2:17][CH2:16]2)=[O:14])=[C:3]([F:9])[CH:4]=[C:5]([F:8])[C:6]=1[F:7].[C:29]([OH:37])(=[O:36])[CH2:30][CH2:31][CH2:32][C:33]([OH:35])=[O:34], predict the reaction product. The product is: [CH:1]1[C:2]([CH2:10][C@@H:11]([NH2:28])[CH2:12][C:13]([N:15]2[CH2:27][C:19]3=[N:20][N:21]=[C:22]([C:23]([F:26])([F:25])[F:24])[N:18]3[CH2:17][CH2:16]2)=[O:14])=[C:3]([F:9])[CH:4]=[C:5]([F:8])[C:6]=1[F:7].[C:29]([O-:37])(=[O:36])[CH2:30][CH2:31][CH2:32][C:33]([O-:35])=[O:34]. (4) Given the reactants [F:1][C:2]1[CH:3]=[C:4]([CH:19]=[CH:20][C:21]=1[O:22][CH3:23])[C:5]([C:7]1[C:16](=[O:17])[C:15]2[C:10](=[CH:11][CH:12]=[C:13]([CH3:18])[N:14]=2)[NH:9][CH:8]=1)=[O:6].[Br:24][C:25]1[CH:30]=[CH:29][CH:28]=[C:27]([CH2:31]Br)[N:26]=1, predict the reaction product. The product is: [Br:24][C:25]1[N:26]=[C:27]([CH2:31][N:9]2[C:10]3[C:15](=[N:14][C:13]([CH3:18])=[CH:12][CH:11]=3)[C:16](=[O:17])[C:7]([C:5](=[O:6])[C:4]3[CH:19]=[CH:20][C:21]([O:22][CH3:23])=[C:2]([F:1])[CH:3]=3)=[CH:8]2)[CH:28]=[CH:29][CH:30]=1. (5) Given the reactants S(Cl)([Cl:3])=O.[CH:5]1([CH2:8][O:9][C:10]2[CH:32]=[CH:31][C:13]([C:14]([NH:16][C:17]3[C:26]([CH3:27])=[C:25]4[C:20]([CH:21]=[C:22]([CH:28](O)[CH3:29])[CH:23]=[N:24]4)=[CH:19][CH:18]=3)=[O:15])=[CH:12][CH:11]=2)[CH2:7][CH2:6]1, predict the reaction product. The product is: [ClH:3].[Cl:3][CH:28]([C:22]1[CH:23]=[N:24][C:25]2[C:20]([CH:21]=1)=[CH:19][CH:18]=[C:17]([NH:16][C:14](=[O:15])[C:13]1[CH:31]=[CH:32][C:10]([O:9][CH2:8][CH:5]3[CH2:7][CH2:6]3)=[CH:11][CH:12]=1)[C:26]=2[CH3:27])[CH3:29]. (6) The product is: [CH3:1][O:2][C:3]1[C:11]2[O:10][C:9]([CH3:13])([CH3:12])[CH2:8][C:7]=2[CH:6]=[C:5]([C:14]([CH3:18])([CH3:17])[C:15]([NH2:16])=[O:19])[CH:4]=1. Given the reactants [CH3:1][O:2][C:3]1[C:11]2[O:10][C:9]([CH3:13])([CH3:12])[CH2:8][C:7]=2[CH:6]=[C:5]([C:14]([CH3:18])([CH3:17])[C:15]#[N:16])[CH:4]=1.[OH-:19].[Na+].OO, predict the reaction product. (7) Given the reactants [C:1]([N:8]1[CH2:15][CH2:14][CH2:13][C@H:9]1[C:10](O)=[O:11])([O:3][C:4]([CH3:7])([CH3:6])[CH3:5])=[O:2].N1C=CC=CC=1.N1C(F)=NC(F)=NC=1[F:24], predict the reaction product. The product is: [F:24][C:10]([CH:9]1[CH2:13][CH2:14][CH2:15][N:8]1[C:1]([O:3][C:4]([CH3:7])([CH3:6])[CH3:5])=[O:2])=[O:11].